From a dataset of Full USPTO retrosynthesis dataset with 1.9M reactions from patents (1976-2016). Predict the reactants needed to synthesize the given product. The reactants are: Cl[C:2]1[C:11]2[C:6](=[CH:7][C:8]([O:14][CH2:15][CH2:16][CH2:17][N:18]3[CH2:23][CH2:22][CH2:21][CH2:20][CH2:19]3)=[C:9]([O:12][CH3:13])[CH:10]=2)[N:5]=[CH:4][N:3]=1.C(=O)([O-])[O-].[K+].[K+].[F:30][C:31]1[CH:32]=[N:33][C:34]2[C:39]([CH:40]=1)=[CH:38][CH:37]=[C:36]([OH:41])[CH:35]=2. Given the product [F:30][C:31]1[CH:32]=[N:33][C:34]2[C:39]([CH:40]=1)=[CH:38][CH:37]=[C:36]([O:41][C:2]1[C:11]3[C:6](=[CH:7][C:8]([O:14][CH2:15][CH2:16][CH2:17][N:18]4[CH2:23][CH2:22][CH2:21][CH2:20][CH2:19]4)=[C:9]([O:12][CH3:13])[CH:10]=3)[N:5]=[CH:4][N:3]=1)[CH:35]=2, predict the reactants needed to synthesize it.